This data is from Peptide-MHC class II binding affinity with 134,281 pairs from IEDB. The task is: Regression. Given a peptide amino acid sequence and an MHC pseudo amino acid sequence, predict their binding affinity value. This is MHC class II binding data. (1) The peptide sequence is TVLKQLVKSGVLAMS. The binding affinity (normalized) is 0.558. The MHC is DRB3_0101 with pseudo-sequence DRB3_0101. (2) The peptide sequence is GELQIVDKIDAAFKS. The MHC is DRB5_0101 with pseudo-sequence DRB5_0101. The binding affinity (normalized) is 0.790.